Dataset: Reaction yield outcomes from USPTO patents with 853,638 reactions. Task: Predict the reaction yield, written as a fraction of the theoretical maximum amount of product (1.0 means a 100% yield; for example, 0.34 means a 34% yield). (1) The reactants are [N+:1]([C:4]1[O:8][C:7](/[CH:9]=[N:10]/[C:11]2[CH:16]=[CH:15][C:14]([N:17]3[CH2:22][CH2:21][CH:20]([C:23]4[O:27][C:26](=[O:28])[NH:25][N:24]=4)[CH2:19][CH2:18]3)=[CH:13][CH:12]=2)=[CH:6][CH:5]=1)([O-:3])=[O:2].C([BH3-])#N.[Na+].C(=O)(O)[O-].[Na+]. The catalyst is CC(O)=O.CO. The product is [N+:1]([C:4]1[O:8][C:7]([CH2:9][NH:10][C:11]2[CH:12]=[CH:13][C:14]([N:17]3[CH2:22][CH2:21][CH:20]([C:23]4[O:27][C:26](=[O:28])[NH:25][N:24]=4)[CH2:19][CH2:18]3)=[CH:15][CH:16]=2)=[CH:6][CH:5]=1)([O-:3])=[O:2]. The yield is 0.820. (2) The reactants are [C:1]([C:5]1[CH:6]=[C:7]([NH:11][C:12](=[O:25])[C:13]2[CH:18]=[CH:17][C:16]([N:19]3[CH2:24][CH2:23][NH:22][CH2:21][CH2:20]3)=[N:15][CH:14]=2)[CH:8]=[CH:9][CH:10]=1)([CH3:4])([CH3:3])[CH3:2].[CH3:26][O:27][C:28]([C@H:30]1[CH2:35][CH2:34][C@H:33]([C:36](O)=[O:37])[CH2:32][CH2:31]1)=[O:29].CCN=C=NCCCN(C)C. The catalyst is C(Cl)Cl. The product is [CH3:26][O:27][C:28]([CH:30]1[CH2:35][CH2:34][CH:33]([C:36]([N:22]2[CH2:23][CH2:24][N:19]([C:16]3[CH:17]=[CH:18][C:13]([C:12](=[O:25])[NH:11][C:7]4[CH:8]=[CH:9][CH:10]=[C:5]([C:1]([CH3:4])([CH3:2])[CH3:3])[CH:6]=4)=[CH:14][N:15]=3)[CH2:20][CH2:21]2)=[O:37])[CH2:32][CH2:31]1)=[O:29]. The yield is 0.800.